This data is from NCI-60 drug combinations with 297,098 pairs across 59 cell lines. The task is: Regression. Given two drug SMILES strings and cell line genomic features, predict the synergy score measuring deviation from expected non-interaction effect. (1) Drug 1: CN(CCCl)CCCl.Cl. Drug 2: C1CN(CCN1C(=O)CCBr)C(=O)CCBr. Cell line: EKVX. Synergy scores: CSS=11.3, Synergy_ZIP=-4.96, Synergy_Bliss=-0.662, Synergy_Loewe=-2.02, Synergy_HSA=-0.467. (2) Drug 1: CC1=C2C(C(=O)C3(C(CC4C(C3C(C(C2(C)C)(CC1OC(=O)C(C(C5=CC=CC=C5)NC(=O)OC(C)(C)C)O)O)OC(=O)C6=CC=CC=C6)(CO4)OC(=O)C)O)C)O. Drug 2: COCCOC1=C(C=C2C(=C1)C(=NC=N2)NC3=CC=CC(=C3)C#C)OCCOC.Cl. Cell line: SW-620. Synergy scores: CSS=15.5, Synergy_ZIP=2.62, Synergy_Bliss=2.38, Synergy_Loewe=7.31, Synergy_HSA=0.701. (3) Drug 1: C1=C(C(=O)NC(=O)N1)N(CCCl)CCCl. Drug 2: C1CN(CCN1C(=O)CCBr)C(=O)CCBr. Cell line: NCI-H226. Synergy scores: CSS=12.8, Synergy_ZIP=-5.52, Synergy_Bliss=-1.99, Synergy_Loewe=-2.62, Synergy_HSA=0.576. (4) Drug 1: C1C(C(OC1N2C=NC3=C(N=C(N=C32)Cl)N)CO)O. Drug 2: C1=CC=C(C(=C1)C(C2=CC=C(C=C2)Cl)C(Cl)Cl)Cl. Cell line: LOX IMVI. Synergy scores: CSS=12.9, Synergy_ZIP=-0.706, Synergy_Bliss=8.51, Synergy_Loewe=-26.1, Synergy_HSA=-2.83.